Dataset: Forward reaction prediction with 1.9M reactions from USPTO patents (1976-2016). Task: Predict the product of the given reaction. (1) Given the reactants C(O[CH:4]=[C:5]([C:15]#[N:16])[C:6]([O:8][CH2:9][CH2:10][Si:11]([CH3:14])([CH3:13])[CH3:12])=[O:7])C.[C:17]1([NH:23][N:24]=[CH:25][C:26]2[CH:31]=[CH:30][CH:29]=[CH:28][CH:27]=2)[CH:22]=[CH:21][CH:20]=[CH:19][CH:18]=1, predict the reaction product. The product is: [CH:25](=[N:24][N:23]([CH:4]=[C:5]([C:15]#[N:16])[C:6]([O:8][CH2:9][CH2:10][Si:11]([CH3:14])([CH3:13])[CH3:12])=[O:7])[C:17]1[CH:18]=[CH:19][CH:20]=[CH:21][CH:22]=1)[C:26]1[CH:31]=[CH:30][CH:29]=[CH:28][CH:27]=1. (2) Given the reactants [N+:1]([C:4]1[N:5]=[C:6]2[N:11]([CH:12]=1)[CH2:10][CH:9]([NH2:13])[CH2:8][O:7]2)([O-:3])=[O:2].C(N(CC)CC)C.[Cl:21][CH2:22][C:23](Cl)=[O:24].C(=O)(O)[O-].[Na+], predict the reaction product. The product is: [Cl:21][CH2:22][C:23]([NH:13][C@@H:9]1[CH2:8][O:7][C:6]2=[N:5][C:4]([N+:1]([O-:3])=[O:2])=[CH:12][N:11]2[CH2:10]1)=[O:24]. (3) Given the reactants [CH3:1][C:2]1[NH:10][C:5]2=[N:6][CH:7]=[CH:8][CH:9]=[C:4]2[C:3]=1[C:11]([O:13][C:14]([CH3:17])([CH3:16])[CH3:15])=[O:12].Br[CH:19]([C:21](=[O:24])[CH2:22][CH3:23])[CH3:20].C([O-])([O-])=O.[Cs+].[Cs+], predict the reaction product. The product is: [CH3:1][C:2]1[N:10]([CH:19]([C:21](=[O:24])[CH2:22][CH3:23])[CH3:20])[C:5]2=[N:6][CH:7]=[CH:8][CH:9]=[C:4]2[C:3]=1[C:11]([O:13][C:14]([CH3:17])([CH3:16])[CH3:15])=[O:12].